From a dataset of Full USPTO retrosynthesis dataset with 1.9M reactions from patents (1976-2016). Predict the reactants needed to synthesize the given product. (1) Given the product [CH:24]1([NH:23][C:2]2[N:10]=[C:9]([C:11]([F:14])([F:13])[F:12])[N:8]=[C:7]3[C:3]=2[N:4]=[CH:5][N:6]3[CH2:15][C:16]2[CH:21]=[CH:20][CH:19]=[CH:18][C:17]=2[F:22])[CH2:26][CH2:25]1, predict the reactants needed to synthesize it. The reactants are: Cl[C:2]1[N:10]=[C:9]([C:11]([F:14])([F:13])[F:12])[N:8]=[C:7]2[C:3]=1[N:4]=[CH:5][N:6]2[CH2:15][C:16]1[CH:21]=[CH:20][CH:19]=[CH:18][C:17]=1[F:22].[NH2:23][CH:24]1[CH2:26][CH2:25]1. (2) The reactants are: [N:1]1([CH:7]2[CH2:13][CH2:12][C:11]3[CH:14]=[C:15]([NH2:18])[CH:16]=[CH:17][C:10]=3[CH2:9][CH2:8]2)[CH2:6][CH2:5][O:4][CH2:3][CH2:2]1.Cl[C:20]1[N:25]=[C:24]([NH:26][C:27]2[CH:36]=[CH:35][CH:34]=[CH:33][C:28]=2[C:29]([NH:31][CH3:32])=[O:30])[C:23]([Cl:37])=[CH:22][N:21]=1.C(O)(C)C.Cl.O1CCOCC1. Given the product [Cl:37][C:23]1[C:24]([NH:26][C:27]2[CH:36]=[CH:35][CH:34]=[CH:33][C:28]=2[C:29]([NH:31][CH3:32])=[O:30])=[N:25][C:20]([NH:18][C:15]2[CH:16]=[CH:17][C:10]3[CH2:9][CH2:8][CH:7]([N:1]4[CH2:6][CH2:5][O:4][CH2:3][CH2:2]4)[CH2:13][CH2:12][C:11]=3[CH:14]=2)=[N:21][CH:22]=1, predict the reactants needed to synthesize it. (3) Given the product [CH3:27][N:28]1[CH2:33][CH2:32][N:31]([CH2:34][CH2:35][CH2:36][NH:37][C:5]2[N:10]=[C:9]([C:11]3[N:15]4[CH:16]=[CH:17][CH:18]=[CH:19][C:14]4=[N:13][C:12]=3[C:20]3[CH:25]=[CH:24][CH:23]=[C:22]([CH3:26])[N:21]=3)[CH:8]=[CH:7][N:6]=2)[CH2:30][CH2:29]1, predict the reactants needed to synthesize it. The reactants are: CS([C:5]1[N:10]=[C:9]([C:11]2[N:15]3[CH:16]=[CH:17][CH:18]=[CH:19][C:14]3=[N:13][C:12]=2[C:20]2[CH:25]=[CH:24][CH:23]=[C:22]([CH3:26])[N:21]=2)[CH:8]=[CH:7][N:6]=1)(=O)=O.[CH3:27][N:28]1[CH2:33][CH2:32][N:31]([CH2:34][CH2:35][CH2:36][NH2:37])[CH2:30][CH2:29]1. (4) Given the product [NH2:1][C:4]1[CH:9]=[CH:8][C:7]([OH:10])=[C:6]([O:11][CH2:12][CH2:13][N:14]2[CH2:19][CH2:18][O:17][CH2:16][CH2:15]2)[CH:5]=1, predict the reactants needed to synthesize it. The reactants are: [N+:1]([C:4]1[CH:9]=[CH:8][C:7]([OH:10])=[C:6]([O:11][CH2:12][CH2:13][N:14]2[CH2:19][CH2:18][O:17][CH2:16][CH2:15]2)[CH:5]=1)([O-])=O. (5) The reactants are: [OH:1][C:2]1[CH:7]=[C:6]([O:8][CH2:9][CH2:10][O:11][CH3:12])[CH:5]=[CH:4][C:3]=1[CH2:13][CH:14]([O:19][CH3:20])[C:15]([O:17][CH3:18])=[O:16].[H-].[Na+].Cl[C:24]1[C:29]([Cl:30])=[CH:28][C:27]([C:31]([F:34])([F:33])[F:32])=[CH:26][N:25]=1.[Cl-].[NH4+]. Given the product [Cl:30][C:29]1[C:24]([O:1][C:2]2[CH:7]=[C:6]([O:8][CH2:9][CH2:10][O:11][CH3:12])[CH:5]=[CH:4][C:3]=2[CH2:13][CH:14]([O:19][CH3:20])[C:15]([O:17][CH3:18])=[O:16])=[N:25][CH:26]=[C:27]([C:31]([F:33])([F:32])[F:34])[CH:28]=1, predict the reactants needed to synthesize it.